This data is from Forward reaction prediction with 1.9M reactions from USPTO patents (1976-2016). The task is: Predict the product of the given reaction. (1) Given the reactants [C:1]([O:5][C:6]([N:8]1[CH2:13][CH2:12][CH2:11][C@H:10]([NH:14][C:15]([C:17]2[C:21]([NH:22][C:23]([NH2:25])=[O:24])=[CH:20][N:19]([C:26]3[CH:31]=[CH:30][CH:29]=[C:28]([F:32])[CH:27]=3)[CH:18]=2)=[O:16])[CH2:9]1)=[O:7])([CH3:4])([CH3:3])[CH3:2].N[CH2:34][CH2:35][OH:36].C(OCC)(=O)C, predict the reaction product. The product is: [C:1]([O:5][C:6]([N:8]1[CH2:13][CH2:12][CH2:11][C@H:10]([NH:14][C:15]([C:17]2[C:21]([NH:22][C:23]([NH:25][CH2:34][CH2:35][OH:36])=[O:24])=[CH:20][N:19]([C:26]3[CH:31]=[CH:30][CH:29]=[C:28]([F:32])[CH:27]=3)[CH:18]=2)=[O:16])[CH2:9]1)=[O:7])([CH3:4])([CH3:2])[CH3:3]. (2) Given the reactants C(O[C:6]([N:8]1[CH2:13][CH2:12][C:11](=[CH:14][C:15]2[N:19]=[C:18]([C:20]3[CH:25]=[CH:24][CH:23]=[CH:22][CH:21]=3)[O:17][N:16]=2)[CH2:10][CH2:9]1)=O)(C)(C)C.ClC1[N:32]([O:33][CH3:34])[CH:31]=[CH:30][N:29]=[C:28]1[C:35]#[N:36], predict the reaction product. The product is: [C:35]([C:28]1[CH:6]([N:8]2[CH2:9][CH2:10][C:11](=[CH:14][C:15]3[N:19]=[C:18]([C:20]4[CH:21]=[CH:22][CH:23]=[CH:24][CH:25]=4)[O:17][N:16]=3)[CH2:12][CH2:13]2)[N:32]([O:33][CH3:34])[CH:31]=[CH:30][N:29]=1)#[N:36].